Dataset: Forward reaction prediction with 1.9M reactions from USPTO patents (1976-2016). Task: Predict the product of the given reaction. (1) Given the reactants [OH:1][C@H:2]([C@H:10]1[O:15][C:14]([CH3:17])([CH3:16])[CH2:13][N:12](CC2C=CC(OC)=CC=2)[C:11]1=[O:27])[C:3]([O:5][C:6]([CH3:9])([CH3:8])[CH3:7])=[O:4], predict the reaction product. The product is: [CH3:16][C:14]1([CH3:17])[CH2:13][NH:12][C:11](=[O:27])[C@@H:10]([C@@H:2]([OH:1])[C:3]([O:5][C:6]([CH3:9])([CH3:8])[CH3:7])=[O:4])[O:15]1. (2) Given the reactants Cl[CH:2]([C:15]1[CH:20]=[CH:19][CH:18]=[CH:17][CH:16]=1)[C:3]([C:5]1[C:13]2[C:8](=[CH:9][CH:10]=[C:11]([F:14])[CH:12]=2)[NH:7][CH:6]=1)=[O:4].[CH3:21][O:22][C:23]1[CH:24]=[C:25]([CH:27]=[C:28]([O:30][CH3:31])[CH:29]=1)[NH2:26], predict the reaction product. The product is: [CH3:31][O:30][C:28]1[CH:27]=[C:25]([NH:26][CH:2]([C:15]2[CH:20]=[CH:19][CH:18]=[CH:17][CH:16]=2)[C:3]([C:5]2[C:13]3[C:8](=[CH:9][CH:10]=[C:11]([F:14])[CH:12]=3)[NH:7][CH:6]=2)=[O:4])[CH:24]=[C:23]([O:22][CH3:21])[CH:29]=1. (3) Given the reactants [O:1]=[C:2]1[NH:7][C:6]2[CH:8]=[C:9]([C:12]#[N:13])[CH:10]=[CH:11][C:5]=2[O:4][CH2:3]1.[H-].[Na+].CS(O[CH2:21][CH2:22][C@H:23]1[CH2:28][CH2:27][C@H:26]([NH:29][C:30]([O:32][C:33]([CH3:36])([CH3:35])[CH3:34])=[O:31])[CH2:25][CH2:24]1)(=O)=O.C(OC(=O)NC1CCN(CCN2C3C(=CC=C(OC)C=3)C=CC2=O)CC1)(C)(C)C, predict the reaction product. The product is: [C:33]([O:32][C:30](=[O:31])[NH:29][C@H:26]1[CH2:25][CH2:24][C@H:23]([CH2:22][CH2:21][N:7]2[C:6]3[CH:8]=[C:9]([C:12]#[N:13])[CH:10]=[CH:11][C:5]=3[O:4][CH2:3][C:2]2=[O:1])[CH2:28][CH2:27]1)([CH3:36])([CH3:35])[CH3:34]. (4) Given the reactants Cl[C:2]1[N:11]=[C:10](Cl)[C:9]2[C:4](=[CH:5][CH:6]=[CH:7][CH:8]=2)[N:3]=1.[Cl:13][C:14]1[CH:15]=[C:16]([CH:18]=[CH:19][C:20]=1[Cl:21])[NH2:17].[CH3:22][C:23]1[CH:27]=[C:26]([CH3:28])[NH:25][N:24]=1, predict the reaction product. The product is: [Cl:13][C:14]1[CH:15]=[C:16]([NH:17][C:10]2[C:9]3[C:4](=[CH:5][CH:6]=[CH:7][CH:8]=3)[N:3]=[C:2]([N:24]3[C:23]([CH3:22])=[CH:27][C:26]([CH3:28])=[N:25]3)[N:11]=2)[CH:18]=[CH:19][C:20]=1[Cl:21]. (5) Given the reactants [OH:1][C:2]1[CH:11]=[C:10]2[C:5]([C:6]([O:12][C:13]3[CH:14]=[C:15]4[C:19](=[CH:20][CH:21]=3)[NH:18][C:17]([CH3:22])=[CH:16]4)=[N:7][CH:8]=[N:9]2)=[CH:4][CH:3]=1.[C:36]1(P([C:36]2[CH:41]=[CH:40][CH:39]=[CH:38][CH:37]=2)[C:36]2[CH:41]=[CH:40][CH:39]=[CH:38][CH:37]=2)[CH:41]=[CH:40][CH:39]=[CH:38][CH:37]=1.OCC1CC[N:47]([C:50]([O:52][C:53]([CH3:56])([CH3:55])[CH3:54])=[O:51])CC1.N(C(OC(C)C)=O)=NC(OC(C)C)=O, predict the reaction product. The product is: [C:53]([O:52][C:50]([N:47]1[CH2:37][CH2:38][CH2:39][CH2:40][CH:41]1[CH2:36][O:1][C:2]1[CH:11]=[C:10]2[C:5]([C:6]([O:12][C:13]3[CH:14]=[C:15]4[C:19](=[CH:20][CH:21]=3)[NH:18][C:17]([CH3:22])=[CH:16]4)=[N:7][CH:8]=[N:9]2)=[CH:4][CH:3]=1)=[O:51])([CH3:56])([CH3:55])[CH3:54]. (6) Given the reactants [Cl:1][C:2]1[C:3](=[O:25])[N:4]([CH3:24])[CH:5]=[C:6]([C:9]([N:11]2[CH2:16][CH2:15][CH:14]([C:17]3[CH:22]=[CH:21][C:20]([F:23])=[CH:19][CH:18]=3)[CH2:13][CH2:12]2)=[O:10])[C:7]=1Cl.[NH2:26][C:27]1[CH:34]=[C:33]([Cl:35])[CH:32]=[CH:31][C:28]=1[C:29]#[N:30], predict the reaction product. The product is: [Cl:35][C:33]1[CH:32]=[CH:31][C:28]([C:29]#[N:30])=[C:27]([NH:26][C:7]2[C:6]([C:9]([N:11]3[CH2:12][CH2:13][CH:14]([C:17]4[CH:22]=[CH:21][C:20]([F:23])=[CH:19][CH:18]=4)[CH2:15][CH2:16]3)=[O:10])=[CH:5][N:4]([CH3:24])[C:3](=[O:25])[C:2]=2[Cl:1])[CH:34]=1. (7) Given the reactants Cl[CH2:2][CH:3]1[CH2:5][O:4]1.C(=O)(O)[O-].[Na+].[CH2:11]([NH2:18])[C:12]1[CH:17]=[CH:16][CH:15]=[CH:14][CH:13]=1, predict the reaction product. The product is: [CH2:11]([N:18]1[CH2:5][CH:3]([OH:4])[CH2:2]1)[C:12]1[CH:17]=[CH:16][CH:15]=[CH:14][CH:13]=1.